The task is: Predict the reactants needed to synthesize the given product.. This data is from Full USPTO retrosynthesis dataset with 1.9M reactions from patents (1976-2016). (1) Given the product [Cl-:15].[CH2:11]([N:3]([CH2:1][CH3:2])[C:4]1[CH:9]=[CH:8][C:7]([N:10]2[C:27]([C:24]3[CH:25]=[CH:26][C:21]([O:20][CH3:19])=[CH:22][CH:23]=3)=[C:29]3[CH:34]=[CH:33][CH:32]=[CH:31][N+:30]3=[CH:16]2)=[CH:6][CH:5]=1)[CH3:12], predict the reactants needed to synthesize it. The reactants are: [CH2:1]([N:3]([CH2:11][CH3:12])[C:4]1[CH:9]=[CH:8][C:7]([NH2:10])=[CH:6][CH:5]=1)[CH3:2].C=O.[ClH:15].[CH2:16](O)C.[CH3:19][O:20][C:21]1[CH:26]=[CH:25][C:24]([C:27]([C:29]2[CH:34]=[CH:33][CH:32]=[CH:31][N:30]=2)=O)=[CH:23][CH:22]=1. (2) Given the product [C:1]([CH:4]1[CH2:9][CH2:8][CH2:7][N:6]([CH:10]2[CH2:15][CH2:14][NH:13][CH2:12][CH2:11]2)[CH2:5]1)(=[O:3])[NH2:2], predict the reactants needed to synthesize it. The reactants are: [C:1]([CH:4]1[CH2:9][CH2:8][CH2:7][N:6]([CH:10]2[CH2:15][CH2:14][N:13](C3N=C(NCC4C=CC(F)=CC=4F)C(C4C=CC(F)=CC=4F)=CN=3)[CH2:12][CH2:11]2)[CH2:5]1)(=[O:3])[NH2:2].ClC1N=C(NCC2C=CC(F)=CC=2F)C(C2C=CC(F)=CC=2F)=CN=1. (3) The reactants are: Br[C:2]1[CH:7]=[C:6]([N:8]2[CH2:13][CH2:12][O:11][CH2:10][CH2:9]2)[N:5]([CH3:14])[C:4](=[O:15])[CH:3]=1.[CH3:16][C:17]1[CH:23]=[CH:22][C:20]([NH2:21])=[CH:19][C:18]=1B1OC(C)(C)C(C)(C)O1.C(Cl)Cl.C(=O)([O-])[O-].[Na+].[Na+]. Given the product [NH2:21][C:20]1[CH:19]=[CH:18][C:17]([CH3:16])=[C:23]([C:2]2[CH:7]=[C:6]([N:8]3[CH2:13][CH2:12][O:11][CH2:10][CH2:9]3)[N:5]([CH3:14])[C:4](=[O:15])[CH:3]=2)[CH:22]=1, predict the reactants needed to synthesize it. (4) Given the product [CH3:31][C:30]1([C:32]2[CH:41]=[CH:40][C:39]3[C:38]([CH3:43])([CH3:42])[CH2:37][CH2:36][C:35]([CH3:45])([CH3:44])[C:34]=3[CH:33]=2)[C:18]2[CH:27]=[CH:26][C:21]([C:22]([O:24][CH3:25])=[O:23])=[CH:20][C:19]=2[O:28][CH2:29]1, predict the reactants needed to synthesize it. The reactants are: C(N(CCCC)CCCC)CCC.C(O)=O.I[C:18]1[CH:27]=[CH:26][C:21]([C:22]([O:24][CH3:25])=[O:23])=[CH:20][C:19]=1[O:28][CH:29]=[C:30]([C:32]1[CH:41]=[CH:40][C:39]2[C:38]([CH3:43])([CH3:42])[CH2:37][CH2:36][C:35]([CH3:45])([CH3:44])[C:34]=2[CH:33]=1)[CH3:31]. (5) Given the product [Cl-:10].[Cl-:10].[S:1]([CH2:12][CH2:13][NH:14][C:15](=[O:20])[CH2:16][CH2:17][CH2:18][N+:21]1[CH:26]=[CH:25][CH:24]=[CH:23][C:22]=1[CH3:27])[S:2][CH2:3][CH2:4][NH:5][C:6](=[O:11])[CH2:7][CH2:8][CH2:9][N+:21]1[CH:26]=[CH:25][CH:24]=[CH:23][C:22]=1[CH3:27], predict the reactants needed to synthesize it. The reactants are: [S:1]([CH2:12][CH2:13][NH:14][C:15](=[O:20])[CH2:16][CH2:17][CH2:18]Cl)[S:2][CH2:3][CH2:4][NH:5][C:6](=[O:11])[CH2:7][CH2:8][CH2:9][Cl:10].[N:21]1[CH:26]=[CH:25][CH:24]=[CH:23][C:22]=1[CH3:27].C(=O)([O-])[O-].[Cs+].[Cs+].